From a dataset of Reaction yield outcomes from USPTO patents with 853,638 reactions. Predict the reaction yield, written as a fraction of the theoretical maximum amount of product (1.0 means a 100% yield; for example, 0.34 means a 34% yield). (1) The reactants are [C:1]([N:5]1[CH2:22][CH:21]([CH2:23][O:24][CH3:25])[O:20][C:7]2([CH2:12][CH2:11][N:10](C(OC(C)(C)C)=O)[CH2:9][CH2:8]2)[CH2:6]1)([CH3:4])([CH3:3])[CH3:2].Cl.O1CCOCC1. The catalyst is ClCCl. The product is [C:1]([N:5]1[CH2:22][CH:21]([CH2:23][O:24][CH3:25])[O:20][C:7]2([CH2:12][CH2:11][NH:10][CH2:9][CH2:8]2)[CH2:6]1)([CH3:4])([CH3:3])[CH3:2]. The yield is 0.990. (2) The reactants are [O:1]=[S:2]1(=[O:31])[C:11]2[C:10]([NH:12][C:13]3[CH:18]=[CH:17][C:16]([CH2:19][C:20]([O:22]CC)=[O:21])=[CH:15][CH:14]=3)=[N:9][C:8]([C:25]3[CH:30]=[CH:29][CH:28]=[CH:27][CH:26]=3)=[N:7][C:6]=2[CH2:5][CH2:4][CH2:3]1.[OH-].[Li+]. No catalyst specified. The product is [O:31]=[S:2]1(=[O:1])[C:11]2[C:10]([NH:12][C:13]3[CH:14]=[CH:15][C:16]([CH2:19][C:20]([OH:22])=[O:21])=[CH:17][CH:18]=3)=[N:9][C:8]([C:25]3[CH:26]=[CH:27][CH:28]=[CH:29][CH:30]=3)=[N:7][C:6]=2[CH2:5][CH2:4][CH2:3]1. The yield is 0.860. (3) The reactants are [NH2:1][C:2]1[N:7]=[C:6]2[CH:8]([CH2:11][CH2:12][NH:13][C:14](=[O:16])[CH3:15])[CH2:9][CH2:10][C:5]2=[CH:4][CH:3]=1.Br[CH2:18][C:19](=O)[CH3:20].C(=O)([O-])O.[Na+]. The catalyst is C(O)C. The product is [CH3:20][C:19]1[N:1]=[C:2]2[CH:3]=[CH:4][C:5]3[CH2:10][CH2:9][CH:8]([CH2:11][CH2:12][NH:13][C:14](=[O:16])[CH3:15])[C:6]=3[N:7]2[CH:18]=1. The yield is 0.100.